From a dataset of Full USPTO retrosynthesis dataset with 1.9M reactions from patents (1976-2016). Predict the reactants needed to synthesize the given product. (1) Given the product [CH3:34][O:33][N:32]([CH3:31])[C:19]([C@H:16]1[CH2:17][CH2:18][C@H:13]([NH:12][C:2](=[O:3])[O:4][CH2:5][C:6]2[CH:11]=[CH:10][CH:9]=[CH:8][CH:7]=2)[CH2:14][CH2:15]1)=[O:21], predict the reactants needed to synthesize it. The reactants are: Cl[C:2]([O:4][CH2:5][C:6]1[CH:11]=[CH:10][CH:9]=[CH:8][CH:7]=1)=[O:3].[NH2:12][C@H:13]1[CH2:18][CH2:17][C@H:16]([C:19]([OH:21])=O)[CH2:15][CH2:14]1.C(=O)([O-])[O-].[Na+].[Na+].[OH-].[Na+].Cl.[CH3:31][NH:32][O:33][CH3:34].Cl.CN(C)CCCN=C=NCC.ON1C2C=CC=CC=2N=N1.C(N(CC)CC)C.[Cl-].[Na+]. (2) Given the product [CH2:5]([O:12][CH2:13][CH2:14][C@H:15]1[CH2:20][CH2:19][C@H:18]([C@H:21]2[CH2:25][CH2:24][CH2:23][NH:22]2)[CH2:17][CH2:16]1)[C:6]1[CH:11]=[CH:10][CH:9]=[CH:8][CH:7]=1, predict the reactants needed to synthesize it. The reactants are: C([O-])=O.[NH4+].[CH2:5]([O:12][CH2:13][CH2:14][C@H:15]1[CH2:20][CH2:19][C@H:18]([C@H:21]2[CH2:25][CH2:24][CH2:23][N:22]2[C@@H](C2C=CC=CC=2)CO)[CH2:17][CH2:16]1)[C:6]1[CH:11]=[CH:10][CH:9]=[CH:8][CH:7]=1. (3) Given the product [Cl:12][C:13]1[CH:18]=[C:17]([O:11][CH:8]2[CH2:9][CH2:10][C:5]3([O:4][CH2:3][CH2:2][O:1]3)[CH2:6][CH2:7]2)[N:16]=[C:15]([C:20]([F:22])([F:23])[F:21])[N:14]=1, predict the reactants needed to synthesize it. The reactants are: [O:1]1[C:5]2([CH2:10][CH2:9][CH:8]([OH:11])[CH2:7][CH2:6]2)[O:4][CH2:3][CH2:2]1.[Cl:12][C:13]1[CH:18]=[C:17](Cl)[N:16]=[C:15]([C:20]([F:23])([F:22])[F:21])[N:14]=1.[H-].[Na+]. (4) Given the product [O:31]1[C:30]2[CH:34]=[CH:35][C:27]([C:24]3([C:22]([NH:21][C:18]4[CH:19]=[CH:20][C:15]([CH:6]([N:40]5[CH2:41][CH2:42][CH2:43][CH:39]5[CH2:38][O:37][CH3:36])[C:7]5[CH:12]=[CH:11][CH:10]=[CH:9][C:8]=5[O:13][CH3:14])=[CH:16][N:17]=4)=[O:23])[CH2:26][CH2:25]3)=[CH:28][C:29]=2[O:33][CH2:32]1, predict the reactants needed to synthesize it. The reactants are: CS(O[CH:6]([C:15]1[CH:16]=[N:17][C:18]([NH:21][C:22]([C:24]2([C:27]3[CH:35]=[CH:34][C:30]4[O:31][CH2:32][O:33][C:29]=4[CH:28]=3)[CH2:26][CH2:25]2)=[O:23])=[CH:19][CH:20]=1)[C:7]1[CH:12]=[CH:11][CH:10]=[CH:9][C:8]=1[O:13][CH3:14])(=O)=O.[CH3:36][O:37][CH2:38][CH:39]1[CH2:43][CH2:42][CH2:41][NH:40]1.O1C2C=CC(C3(C(NC4C=CC(C(N(C)C)C5C=CC=CC=5OC)=CN=4)=O)CC3)=CC=2OC1.